Task: Predict the reactants needed to synthesize the given product.. Dataset: Full USPTO retrosynthesis dataset with 1.9M reactions from patents (1976-2016) (1) The reactants are: [Cl:1][C:2]1[CH:7]=[CH:6][C:5]([N+:8]([O-:10])=[O:9])=[C:4](F)[CH:3]=1.C([O-])([O-])=O.[Na+].[Na+].[F:18][CH:19]1[CH2:24][CH2:23][CH2:22][NH:21][CH2:20]1. Given the product [Cl:1][C:2]1[CH:7]=[CH:6][C:5]([N+:8]([O-:10])=[O:9])=[C:4]([N:21]2[CH2:22][CH2:23][CH2:24][CH:19]([F:18])[CH2:20]2)[CH:3]=1, predict the reactants needed to synthesize it. (2) Given the product [Cl:1][C:2]1[CH:8]=[CH:7][C:6]([N+:9]([O-:11])=[O:10])=[CH:5][C:3]=1[NH:4][C:12](=[O:19])[C:13]1[CH:18]=[CH:17][CH:16]=[CH:15][CH:14]=1, predict the reactants needed to synthesize it. The reactants are: [Cl:1][C:2]1[CH:8]=[CH:7][C:6]([N+:9]([O-:11])=[O:10])=[CH:5][C:3]=1[NH2:4].[C:12](Cl)(=[O:19])[C:13]1[CH:18]=[CH:17][CH:16]=[CH:15][CH:14]=1. (3) Given the product [F:1][C:2]1[CH:7]=[CH:6][CH:5]=[CH:4][C:3]=1[N:8]1[C:16]2[C:11](=[C:12]([N:17]3[CH2:21][CH2:20][N:19]([CH2:26][C:27]4[O:28][C:29]([CH3:32])=[N:30][N:31]=4)[C:18]3=[O:22])[CH:13]=[CH:14][CH:15]=2)[CH:10]=[N:9]1, predict the reactants needed to synthesize it. The reactants are: [F:1][C:2]1[CH:7]=[CH:6][CH:5]=[CH:4][C:3]=1[N:8]1[C:16]2[C:11](=[C:12]([N:17]3[CH2:21][CH2:20][NH:19][C:18]3=[O:22])[CH:13]=[CH:14][CH:15]=2)[CH:10]=[N:9]1.[H-].[Na+].Br[CH2:26][C:27]1[O:28][C:29]([CH3:32])=[N:30][N:31]=1.